This data is from Forward reaction prediction with 1.9M reactions from USPTO patents (1976-2016). The task is: Predict the product of the given reaction. (1) Given the reactants [NH2:1][C:2]1[N:11]=[C:10]2[C:5]([C:6](=[O:15])[CH:7]=[C:8]([CH:12]([CH3:14])[CH3:13])[NH:9]2)=[CH:4][CH:3]=1.Br[CH2:17][C:18](=O)[C:19]([O:21][CH2:22][CH3:23])=[O:20].C(OCC)(=O)C, predict the reaction product. The product is: [CH3:14][CH:12]([C:8]1[NH:9][C:10]2[N:11]3[CH:17]=[C:18]([C:19]([O:21][CH2:22][CH3:23])=[O:20])[N:1]=[C:2]3[CH:3]=[CH:4][C:5]=2[C:6](=[O:15])[CH:7]=1)[CH3:13]. (2) Given the reactants C[O:2][C:3](=O)[CH2:4][CH2:5][C@H:6]1[CH2:10][CH2:9][C@@H:8]([C:11]2[CH:16]=[CH:15][C:14]([F:17])=[CH:13][CH:12]=2)[N:7]1[S:18]([C:21]1[CH:26]=[CH:25][C:24]([CH3:27])=[CH:23][CH:22]=1)(=[O:20])=[O:19], predict the reaction product. The product is: [F:17][C:14]1[CH:13]=[CH:12][C:11]([C@@H:8]2[N:7]([S:18]([C:21]3[CH:22]=[CH:23][C:24]([CH3:27])=[CH:25][CH:26]=3)(=[O:20])=[O:19])[C@@H:6]([CH2:5][CH2:4][CH2:3][OH:2])[CH2:10][CH2:9]2)=[CH:16][CH:15]=1. (3) Given the reactants C[O:2][C:3](=[O:39])[CH2:4][CH2:5][C:6]1[CH:11]=[CH:10][C:9]([O:12][CH2:13][C@H:14]([O:22][C:23]2[CH:28]=[CH:27][C:26]([C:29]([OH:38])([C:34]([F:37])([F:36])[F:35])[C:30]([F:33])([F:32])[F:31])=[CH:25][CH:24]=2)[CH2:15][C:16]2[CH:21]=[CH:20][CH:19]=[CH:18][CH:17]=2)=[CH:8][CH:7]=1.C(O)(=O)CC, predict the reaction product. The product is: [C:16]1([CH2:15][C@@H:14]([O:22][C:23]2[CH:28]=[CH:27][C:26]([C:29]([OH:38])([C:34]([F:35])([F:36])[F:37])[C:30]([F:32])([F:33])[F:31])=[CH:25][CH:24]=2)[CH2:13][O:12][C:9]2[CH:8]=[CH:7][C:6]([CH2:5][CH2:4][C:3]([OH:39])=[O:2])=[CH:11][CH:10]=2)[CH:21]=[CH:20][CH:19]=[CH:18][CH:17]=1. (4) Given the reactants Br[C:2]1[CH:11]=[CH:10][C:9]2[C:4](=[CH:5][CH:6]=[C:7]([O:12][CH3:13])[CH:8]=2)[CH:3]=1.[C:14]1([Mg]Br)[CH:19]=[CH:18][CH:17]=[CH:16][CH:15]=1, predict the reaction product. The product is: [CH3:13][O:12][C:7]1[CH:6]=[CH:5][C:4]2[C:9](=[CH:10][CH:11]=[C:2]([C:14]3[CH:19]=[CH:18][CH:17]=[CH:16][CH:15]=3)[CH:3]=2)[CH:8]=1. (5) Given the reactants Br[CH2:2][CH2:3][CH2:4][S:5](=[O:38])([C:32]1[CH:37]=[CH:36][CH:35]=[CH:34][CH:33]=1)=[N:6][C:7](=[O:31])[C:8]1[CH:13]=[C:12]([C:14]#[C:15][C:16]2[CH:21]=[CH:20][CH:19]=[C:18]([NH:22][C:23]([C:25]3[O:26][CH:27]=[CH:28][C:29]=3[CH3:30])=[O:24])[CH:17]=2)[CH:11]=[N:10][CH:9]=1.[OH:39][CH2:40][CH2:41][O:42][CH2:43][CH2:44][N:45]1[CH2:50][CH2:49][NH:48][CH2:47][CH2:46]1, predict the reaction product. The product is: [OH:39][CH2:40][CH2:41][O:42][CH2:43][CH2:44][N:45]1[CH2:50][CH2:49][N:48]([CH2:2][CH2:3][CH2:4][S@:5](=[O:38])([C:32]2[CH:37]=[CH:36][CH:35]=[CH:34][CH:33]=2)=[N:6][C:7](=[O:31])[C:8]2[CH:13]=[C:12]([C:14]#[C:15][C:16]3[CH:21]=[CH:20][CH:19]=[C:18]([NH:22][C:23]([C:25]4[O:26][CH:27]=[CH:28][C:29]=4[CH3:30])=[O:24])[CH:17]=3)[CH:11]=[N:10][CH:9]=2)[CH2:47][CH2:46]1. (6) The product is: [C:22]([NH:1][CH:2]([CH2:6][C:7]1[C:15]2[C:10](=[CH:11][CH:12]=[CH:13][CH:14]=2)[N:9]([CH3:16])[CH:8]=1)[C:3]([OH:5])=[O:4])([O:24][CH2:25][CH:26]1[C:27]2[C:32](=[CH:31][CH:30]=[CH:29][CH:28]=2)[C:33]2[C:38]1=[CH:37][CH:36]=[CH:35][CH:34]=2)=[O:23]. Given the reactants [NH2:1][CH:2]([CH2:6][C:7]1[C:15]2[C:10](=[CH:11][CH:12]=[CH:13][CH:14]=2)[N:9]([CH3:16])[CH:8]=1)[C:3]([OH:5])=[O:4].C([O-])(O)=O.[Na+].[C:22](ON1C(=O)CCC1=O)([O:24][CH2:25][CH:26]1[C:38]2[C:33](=[CH:34][CH:35]=[CH:36][CH:37]=2)[C:32]2[C:27]1=[CH:28][CH:29]=[CH:30][CH:31]=2)=[O:23], predict the reaction product. (7) Given the reactants [F:1][C:2]([F:26])([F:25])[O:3][C:4]1[CH:24]=[CH:23][C:7]([O:8][CH:9]2[CH2:14][CH2:13][N:12]([CH2:15][CH2:16][O:17][CH2:18][CH2:19][C:20](O)=[O:21])[CH2:11][CH2:10]2)=[CH:6][CH:5]=1.S(Cl)([Cl:29])=O, predict the reaction product. The product is: [F:1][C:2]([F:26])([F:25])[O:3][C:4]1[CH:24]=[CH:23][C:7]([O:8][CH:9]2[CH2:14][CH2:13][N:12]([CH2:15][CH2:16][O:17][CH2:18][CH2:19][C:20]([Cl:29])=[O:21])[CH2:11][CH2:10]2)=[CH:6][CH:5]=1. (8) Given the reactants Cl.[NH:2]1[CH2:6][CH2:5][CH2:4][C@H:3]1[C:7]([O:9][CH2:10][C:11]1[CH:16]=[CH:15][CH:14]=[CH:13][CH:12]=1)=[O:8].[O:17]1[CH2:21][CH2:20][CH2:19][C@@H:18]1[C:22](O)=[O:23].CCN(C(C)C)C(C)C.C1C=CC2N(O)N=NC=2C=1.Cl.C(N=C=NCCCN(C)C)C.Cl, predict the reaction product. The product is: [O:17]1[CH2:21][CH2:20][CH2:19][C@@H:18]1[C:22]([N:2]1[CH2:6][CH2:5][CH2:4][C@H:3]1[C:7]([O:9][CH2:10][C:11]1[CH:16]=[CH:15][CH:14]=[CH:13][CH:12]=1)=[O:8])=[O:23].